Predict the product of the given reaction. From a dataset of Forward reaction prediction with 1.9M reactions from USPTO patents (1976-2016). (1) Given the reactants [Cl-].[Al+3].[Cl-].[Cl-].C([N:12]1[C:17](=[O:18])[CH:16]=[C:15]([C:19]2[CH:24]=[CH:23][C:22]([F:25])=[CH:21][CH:20]=2)[CH:14]=[N:13]1)C1C=CC=CC=1, predict the reaction product. The product is: [F:25][C:22]1[CH:23]=[CH:24][C:19]([C:15]2[CH:14]=[N:13][NH:12][C:17](=[O:18])[CH:16]=2)=[CH:20][CH:21]=1. (2) Given the reactants [CH3:1][C:2]1[CH:7]=[C:6]([CH3:8])[CH:5]=[CH:4][C:3]=1[N:9]([C:25]1[CH:30]=[CH:29][C:28]([CH3:31])=[C:27]([CH3:32])[CH:26]=1)[C:10]1[CH:15]=[CH:14][C:13]([C:16]2[CH:21]=[CH:20][C:19]([CH2:22][CH2:23][OH:24])=[CH:18][CH:17]=2)=[CH:12][CH:11]=1.CN(C)C(=O)C.Cl[CH2:40][CH2:41][C:42](Cl)=[O:43].Cl, predict the reaction product. The product is: [C:42]([O:24][CH2:23][CH2:22][C:19]1[CH:20]=[CH:21][C:16]([C:13]2[CH:12]=[CH:11][C:10]([N:9]([C:3]3[CH:4]=[CH:5][C:6]([CH3:8])=[CH:7][C:2]=3[CH3:1])[C:25]3[CH:30]=[CH:29][C:28]([CH3:31])=[C:27]([CH3:32])[CH:26]=3)=[CH:15][CH:14]=2)=[CH:17][CH:18]=1)(=[O:43])[CH:41]=[CH2:40]. (3) The product is: [C:1]([O:5][C:6](=[O:9])[CH2:7]/[N:8]=[CH:19]/[CH2:18][C:17]([CH3:23])([CH3:21])[CH2:16][O:15][CH3:27])([CH3:4])([CH3:3])[CH3:2]. Given the reactants [C:1]([O:5][C:6](=[O:9])[CH2:7][NH2:8])([CH3:4])([CH3:3])[CH3:2].C([SiH2][O:15][C:16](C)(C)[C:17]([CH2:23]C)([CH2:21]C)[CH2:18][CH:19]=O)(C)(C)C.[CH2:27](Cl)Cl, predict the reaction product. (4) Given the reactants [CH3:1][C:2]1[CH:3]=[C:4]([CH:18]=[CH:19][C:20]=1[CH3:21])[CH2:5][CH:6]1[C:13]2[CH:12]=[C:11]([C:14]([O:16]C)=[O:15])[NH:10][C:9]=2[CH2:8][CH2:7]1.[OH-].[Li+].CO, predict the reaction product. The product is: [CH3:1][C:2]1[CH:3]=[C:4]([CH:18]=[CH:19][C:20]=1[CH3:21])[CH2:5][CH:6]1[C:13]2[CH:12]=[C:11]([C:14]([OH:16])=[O:15])[NH:10][C:9]=2[CH2:8][CH2:7]1. (5) Given the reactants Cl[C:2]1[N:3]=[C:4]2[CH2:11][CH2:10][C@@H:9]([C:12]([O:14][CH2:15][CH3:16])=[O:13])[N:5]2[C:6](=[O:8])[CH:7]=1.Cl.[CH3:18][C:19]1[CH:25]=[CH:24][C:22]([NH2:23])=[C:21](B2OC(C)(C)C(C)(C)O2)[CH:20]=1.C(=O)([O-])[O-].[Na+].[Na+], predict the reaction product. The product is: [NH2:23][C:22]1[CH:24]=[CH:25][C:19]([CH3:18])=[CH:20][C:21]=1[C:2]1[N:3]=[C:4]2[CH2:11][CH2:10][C@@H:9]([C:12]([O:14][CH2:15][CH3:16])=[O:13])[N:5]2[C:6](=[O:8])[CH:7]=1. (6) The product is: [Br:24][C:25]1[CH:26]=[C:27]2[C:32](=[CH:33][CH:34]=1)[N:31]=[N:30][CH:29]=[CH:28]2. Given the reactants B1(B2OC(C)(C)C(C)(C)O2)OC(C)(C)C(C)(C)O1.C([O-])(=O)C.[K+].[Br:24][C:25]1[CH:26]=[C:27]2[C:32](=[CH:33][CH:34]=1)[N:31]=[N:30][CH:29]=[C:28]2Cl.CN(C=O)C, predict the reaction product. (7) Given the reactants [Br:1][C:2]1[CH:3]=[C:4]2[C:8](=[CH:9][CH:10]=1)[NH:7][C:6](=[O:11])[CH2:5]2.[C:12]([C:20]1[C:21]([CH3:30])=[C:22]([C:27]([OH:29])=[O:28])[NH:23][C:24]=1[CH:25]=O)(=[O:19])[C:13]1[CH:18]=[CH:17][CH:16]=[CH:15][CH:14]=1, predict the reaction product. The product is: [C:12]([C:20]1[C:21]([CH3:30])=[C:22]([C:27]([OH:29])=[O:28])[NH:23][C:24]=1[CH:25]=[C:5]1[C:4]2[C:8](=[CH:9][CH:10]=[C:2]([Br:1])[CH:3]=2)[NH:7][C:6]1=[O:11])(=[O:19])[C:13]1[CH:14]=[CH:15][CH:16]=[CH:17][CH:18]=1.